From a dataset of CYP2C9 inhibition data for predicting drug metabolism from PubChem BioAssay. Regression/Classification. Given a drug SMILES string, predict its absorption, distribution, metabolism, or excretion properties. Task type varies by dataset: regression for continuous measurements (e.g., permeability, clearance, half-life) or binary classification for categorical outcomes (e.g., BBB penetration, CYP inhibition). Dataset: cyp2c9_veith. The compound is CCOc1ccccc1CNCCN1CCOCC1.Cl. The result is 0 (non-inhibitor).